From a dataset of Full USPTO retrosynthesis dataset with 1.9M reactions from patents (1976-2016). Predict the reactants needed to synthesize the given product. (1) Given the product [Br:18][C:19]1[CH:20]=[C:21]([C:25]2[N:1]=[C:2]3[C:14]([CH3:15])=[C:13]([CH3:16])[C:5]([C:6]([O:8][C:9]([CH3:11])([CH3:12])[CH3:10])=[O:7])=[C:4]([Cl:17])[N:3]3[CH:26]=2)[CH:22]=[CH:23][CH:24]=1, predict the reactants needed to synthesize it. The reactants are: [NH2:1][C:2]1[C:14]([CH3:15])=[C:13]([CH3:16])[C:5]([C:6]([O:8][C:9]([CH3:12])([CH3:11])[CH3:10])=[O:7])=[C:4]([Cl:17])[N:3]=1.[Br:18][C:19]1[CH:24]=[CH:23][CH:22]=[C:21]([C:25](OC)(OC)[CH2:26]Br)[CH:20]=1.CCOCC. (2) Given the product [CH3:15][O:16][C:17](=[O:31])[CH2:18][O:19][C:20]1[CH:29]=[CH:28][C:27]([S:30][CH2:2][C:3]2[CH:7]=[C:6]([C:8]3[CH:13]=[CH:12][C:11]([Cl:14])=[CH:10][CH:9]=3)[O:5][N:4]=2)=[C:26]2[C:21]=1[CH2:22][CH2:23][CH2:24][O:25]2, predict the reactants needed to synthesize it. The reactants are: Cl[CH2:2][C:3]1[CH:7]=[C:6]([C:8]2[CH:13]=[CH:12][C:11]([Cl:14])=[CH:10][CH:9]=2)[O:5][N:4]=1.[CH3:15][O:16][C:17](=[O:31])[CH2:18][O:19][C:20]1[CH:29]=[CH:28][C:27]([SH:30])=[C:26]2[C:21]=1[CH2:22][CH2:23][CH2:24][O:25]2. (3) Given the product [C:15]([O:14][C:12]([N:9]1[CH2:10][CH2:11][CH:6]2[CH:7]([NH:28][CH2:4]2)[CH2:8]1)=[O:13])([CH3:18])([CH3:17])[CH3:16], predict the reactants needed to synthesize it. The reactants are: C(O[C:4]([CH:6]1[CH2:11][CH2:10][N:9]([C:12]([O:14][C:15]([CH3:18])([CH3:17])[CH3:16])=[O:13])[CH2:8][C:7]1=O)=O)C.C(OC(C1CC[N:28](CC2C=CC=CC=2)CC1=O)=O)C.C(OC(OC(C)(C)C)=O)(OC(C)(C)C)=O.CCN(CC)CC.